Predict which catalyst facilitates the given reaction. From a dataset of Catalyst prediction with 721,799 reactions and 888 catalyst types from USPTO. Reactant: [C:1]1([C:15]2[CH:20]=[CH:19][CH:18]=[CH:17][CH:16]=2)[CH:6]=[CH:5][CH:4]=[CH:3][C:2]=1[C:7]1[CH:12]=[N:11][C:10]([O:13][CH3:14])=[CH:9][N:8]=1.II.C1OC1C. Product: [CH3:14][O:13][C:10]1[CH:9]=[N:8][C:7]2[C:12](=[C:20]3[CH:19]=[CH:18][CH:17]=[CH:16][C:15]3=[C:1]3[CH:6]=[CH:5][CH:4]=[CH:3][C:2]3=2)[N:11]=1. The catalyst class is: 11.